This data is from Reaction yield outcomes from USPTO patents with 853,638 reactions. The task is: Predict the reaction yield, written as a fraction of the theoretical maximum amount of product (1.0 means a 100% yield; for example, 0.34 means a 34% yield). (1) The reactants are C([O:8][CH2:9][CH2:10][CH2:11][N:12]1[C:20]2[C:15](=[CH:16][CH:17]=[CH:18][CH:19]=2)[C:14]2([C:24]3=[CH:25][C:26]4[O:30][CH2:29][O:28][C:27]=4[CH:31]=[C:23]3[O:22][CH2:21]2)[C:13]1=[O:32])C1C=CC=CC=1.[H][H]. The catalyst is CO.[Pd]. The product is [OH:8][CH2:9][CH2:10][CH2:11][N:12]1[C:20]2[C:15](=[CH:16][CH:17]=[CH:18][CH:19]=2)[C:14]2([C:24]3=[CH:25][C:26]4[O:30][CH2:29][O:28][C:27]=4[CH:31]=[C:23]3[O:22][CH2:21]2)[C:13]1=[O:32]. The yield is 0.980. (2) The reactants are C([Li])CCC.CCCCCC.[C:12](#[N:14])[CH3:13].[C:15]1([C:25](OCC)=[O:26])[C:24]2[C:19](=[CH:20][CH:21]=[CH:22][CH:23]=2)[CH:18]=[CH:17][CH:16]=1. The catalyst is O1CCCC1. The product is [C:15]1([C:25]([CH2:13][C:12]#[N:14])=[O:26])[C:24]2[C:19](=[CH:20][CH:21]=[CH:22][CH:23]=2)[CH:18]=[CH:17][CH:16]=1. The yield is 0.720. (3) The reactants are [C:1]([C:3]1[C:4]([CH2:24][C:25]([CH3:28])([CH3:27])[CH3:26])=[N:5][C:6]([CH3:23])=[C:7]([C:15]=1[C:16]1[CH:21]=[CH:20][C:19]([CH3:22])=[CH:18][CH:17]=1)[C:8]([O:10]C(C)(C)C)=[O:9])#[N:2]. The catalyst is FC(F)(F)C(O)=O. The product is [C:1]([C:3]1[C:4]([CH2:24][C:25]([CH3:28])([CH3:27])[CH3:26])=[N:5][C:6]([CH3:23])=[C:7]([C:15]=1[C:16]1[CH:21]=[CH:20][C:19]([CH3:22])=[CH:18][CH:17]=1)[C:8]([OH:10])=[O:9])#[N:2]. The yield is 0.710. (4) The reactants are Br[CH2:2][CH2:3][CH:4]([S:9]([OH:12])(=[O:11])=[O:10])[C:5]([O:7][CH3:8])=[O:6].[C:13]([OH:16])(=[S:15])[CH3:14].CCN(C(C)C)C(C)C. The product is [C:13]([S:15][CH2:2][CH2:3][CH:4]([S:9]([OH:12])(=[O:11])=[O:10])[C:5]([O:7][CH3:8])=[O:6])(=[O:16])[CH3:14]. The catalyst is C1COCC1. The yield is 0.900. (5) The reactants are [ClH:1].C([N:9]1[CH2:13][C@H:12]2[C:14]3[CH:15]=[CH:16][CH:17]=[C:18]([C:22]([F:25])([F:24])[F:23])[C:19]=3[CH2:20][O:21][C@@:11]2([CH3:26])[CH2:10]1)C1C=CC=CC=1. No catalyst specified. The product is [ClH:1].[CH3:26][C@@:11]12[O:21][CH2:20][C:19]3[C:18]([C:22]([F:24])([F:23])[F:25])=[CH:17][CH:16]=[CH:15][C:14]=3[C@@H:12]1[CH2:13][NH:9][CH2:10]2. The yield is 0.0498. (6) The reactants are [CH3:1][C:2]1[CH:7]=[C:6]([S:8][C:9]2[CH:14]=[N:13][CH:12]=[CH:11][N:10]=2)[CH:5]=[C:4]([CH3:15])[C:3]=1[C:16]1[N:17]=[C:18]([NH2:21])[S:19][CH:20]=1.C(N(CC)CC)C.[F:29][C:30]1[CH:31]=[C:32]([CH:36]=[CH:37][N:38]=1)[C:33](O)=[O:34].Cl.C(N=C=NCCCN(C)C)C.OC1C2N=NNC=2C=CC=1. The catalyst is C(Cl)Cl. The yield is 0.250. The product is [CH3:15][C:4]1[CH:5]=[C:6]([S:8][C:9]2[CH:14]=[N:13][CH:12]=[CH:11][N:10]=2)[CH:7]=[C:2]([CH3:1])[C:3]=1[C:16]1[N:17]=[C:18]([NH:21][C:33](=[O:34])[C:32]2[CH:36]=[CH:37][N:38]=[C:30]([F:29])[CH:31]=2)[S:19][CH:20]=1.